This data is from Forward reaction prediction with 1.9M reactions from USPTO patents (1976-2016). The task is: Predict the product of the given reaction. Given the reactants C([O:7][CH2:8][CH2:9][C@@H:10]1[C@@H:14]([CH2:15][C:16]2[CH:21]=[CH:20][CH:19]=[CH:18][CH:17]=2)[O:13][C:12]([CH2:24][CH3:25])([CH2:22][CH3:23])[O:11]1)(=O)C(C)(C)C.C(OCC[C@H]1[C@H](CC2C=CC=CC=2)OC(CC)(CC)O1)(=O)C(C)(C)C, predict the reaction product. The product is: [CH2:15]([C@H:14]1[O:13][C:12]([CH2:22][CH3:23])([CH2:24][CH3:25])[O:11][C@@H:10]1[CH2:9][CH2:8][OH:7])[C:16]1[CH:17]=[CH:18][CH:19]=[CH:20][CH:21]=1.